This data is from Reaction yield outcomes from USPTO patents with 853,638 reactions. The task is: Predict the reaction yield, written as a fraction of the theoretical maximum amount of product (1.0 means a 100% yield; for example, 0.34 means a 34% yield). (1) The reactants are [CH2:1]([N:3]([CH2:15][CH3:16])[C:4](=[O:14])[C:5]1[CH:10]=[CH:9][CH:8]=[CH:7][C:6]=1[N:11]([CH3:13])[CH3:12])[CH3:2].C1C(=O)N([Br:24])C(=O)C1. The yield is 0.900. The catalyst is CC#N. The product is [Br:24][C:9]1[CH:8]=[CH:7][C:6]([N:11]([CH3:12])[CH3:13])=[C:5]([CH:10]=1)[C:4]([N:3]([CH2:1][CH3:2])[CH2:15][CH3:16])=[O:14]. (2) The reactants are C(O[C:6]([N:8]1[CH2:13][CH2:12][N:11](C2C(=O)N(CC(C)C)N=C(C3C=CC(C)=C(F)C=3)C=2C)[CH2:10][CH2:9]1)=O)(C)(C)C.[CH:34]1([CH2:37][N:38]2[C:43](=[O:44])[C:42]([CH2:45]OS(C)(=O)=O)=[CH:41][C:40]([C:51]3[CH:56]=[CH:55][C:54]([O:57][CH3:58])=[C:53]([F:59])[CH:52]=3)=[N:39]2)[CH2:36][CH2:35]1.CN1CCNCC1. No catalyst specified. The product is [CH:34]1([CH2:37][N:38]2[C:43](=[O:44])[C:42]([CH2:45][N:11]3[CH2:12][CH2:13][N:8]([CH3:6])[CH2:9][CH2:10]3)=[CH:41][C:40]([C:51]3[CH:56]=[CH:55][C:54]([O:57][CH3:58])=[C:53]([F:59])[CH:52]=3)=[N:39]2)[CH2:36][CH2:35]1. The yield is 0.738. (3) The reactants are [NH2:1][C:2]1[CH:3]=[CH:4][C:5]([CH3:8])=[N:6][CH:7]=1.C([O-])([O-])=O.[K+].[K+].Cl[C:16]1[CH:25]=[CH:24][C:19]([C:20]([O:22][CH3:23])=[O:21])=[CH:18][N:17]=1. The catalyst is C1(C)C=CC=CC=1.C([O-])(=O)C.[Pd+2].C([O-])(=O)C.C1C=CC(P(C2C(C3C(P(C4C=CC=CC=4)C4C=CC=CC=4)=CC=C4C=3C=CC=C4)=C3C(C=CC=C3)=CC=2)C2C=CC=CC=2)=CC=1. The product is [CH3:8][C:5]1[N:6]=[CH:7][C:2]([NH:1][C:16]2[CH:25]=[CH:24][C:19]([C:20]([O:22][CH3:23])=[O:21])=[CH:18][N:17]=2)=[CH:3][CH:4]=1. The yield is 0.450. (4) The product is [C:6]([C:5]1[CH:9]=[CH:10][C:2]([NH:1][C:18](=[O:19])[O:20][C:21]2[CH:26]=[CH:25][CH:24]=[CH:23][CH:22]=2)=[CH:3][CH:4]=1)(=[O:7])[NH2:8]. The catalyst is C(Cl)Cl.C(OCC)C. The yield is 0.770. The reactants are [NH2:1][C:2]1[CH:10]=[CH:9][C:5]([C:6]([NH2:8])=[O:7])=[CH:4][CH:3]=1.N1C=CC=CC=1.Cl[C:18]([O:20][C:21]1[CH:26]=[CH:25][CH:24]=[CH:23][CH:22]=1)=[O:19].CCCCC. (5) The reactants are [C:1]1([C:7]2([C:11]#[N:12])[CH2:10][CH2:9][CH2:8]2)[CH:6]=[CH:5][CH:4]=[CH:3][CH:2]=1.[H-].[Al+3].[Li+].[H-].[H-].[H-]. The catalyst is O1CCCC1. The product is [C:1]1([C:7]2([CH2:11][NH2:12])[CH2:10][CH2:9][CH2:8]2)[CH:6]=[CH:5][CH:4]=[CH:3][CH:2]=1. The yield is 0.530.